The task is: Predict the product of the given reaction.. This data is from Forward reaction prediction with 1.9M reactions from USPTO patents (1976-2016). (1) The product is: [C:1]1([CH3:11])[CH:2]=[CH:3][C:4]([S:7]([O-:10])(=[O:8])=[O:9])=[CH:5][CH:6]=1.[SH:31][CH2:32][CH2:33][O:34][CH2:35][CH2:36][N+:37]([CH3:40])([CH3:39])[CH3:38]. Given the reactants [C:1]1([CH3:11])[CH:6]=[CH:5][C:4]([S:7]([O-:10])(=[O:9])=[O:8])=[CH:3][CH:2]=1.C([S:31][CH2:32][CH2:33][O:34][CH2:35][CH2:36][N+:37]([CH3:40])([CH3:39])[CH3:38])(C1C=CC=CC=1)(C1C=CC=CC=1)C1C=CC=CC=1, predict the reaction product. (2) The product is: [C:19]([O:18][C:16]([N:12]1[CH2:11][C@@H:10]([C:23]([OH:26])=[O:24])[C@H:9]([C:4]2[CH:5]=[CH:6][C:7]([Cl:8])=[C:2]([Cl:1])[CH:3]=2)[O:15][CH2:14][CH2:13]1)=[O:17])([CH3:20])([CH3:21])[CH3:22]. Given the reactants [Cl:1][C:2]1[CH:3]=[C:4]([C@@H:9]2[O:15][CH2:14][CH2:13][N:12]([C:16]([O:18][C:19]([CH3:22])([CH3:21])[CH3:20])=[O:17])[CH2:11][C@H:10]2[CH:23]=[O:24])[CH:5]=[CH:6][C:7]=1[Cl:8].Cl([O-])=[O:26].[Na+].P([O-])(O)(O)=O.[K+], predict the reaction product. (3) Given the reactants [F:1][C:2]1[CH:7]=[CH:6][C:5]([N+:8]([O-])=O)=[CH:4][C:3]=1[C@:11]12[CH2:19][O:18][C@H:17]([CH3:20])[C@H:16]1[C:15](=[O:21])[N:14]([CH3:22])[C:13]([NH:23][C:24](=[O:30])[O:25][C:26]([CH3:29])([CH3:28])[CH3:27])=[N:12]2.[H][H], predict the reaction product. The product is: [NH2:8][C:5]1[CH:6]=[CH:7][C:2]([F:1])=[C:3]([C@:11]23[CH2:19][O:18][C@H:17]([CH3:20])[C@H:16]2[C:15](=[O:21])[N:14]([CH3:22])[C:13]([NH:23][C:24](=[O:30])[O:25][C:26]([CH3:28])([CH3:27])[CH3:29])=[N:12]3)[CH:4]=1. (4) Given the reactants [Cl:1][CH2:2][CH2:3][O:4][C:5]1[CH:11]=[CH:10][C:8]([NH2:9])=[CH:7][CH:6]=1.CC[O:14][C:15]([CH:17]1[C:22](=O)[CH2:21][CH2:20][CH2:19][CH2:18]1)=O.O.CCOC(C)=O, predict the reaction product. The product is: [Cl:1][CH2:2][CH2:3][O:4][C:5]1[CH:11]=[CH:10][C:8]2[NH:9][C:15](=[O:14])[C:17]3[CH2:22][CH2:21][CH2:20][CH2:19][C:18]=3[C:7]=2[CH:6]=1. (5) Given the reactants [Cl:1][C:2]1[S:3][CH:4]=[CH:5][CH:6]=1.[Cl:7][C:8]1[N:13]=[CH:12][CH:11]=[CH:10][N:9]=1, predict the reaction product. The product is: [Cl:7][C:8]1[N:13]=[C:12]([C:4]2[S:3][C:2]([Cl:1])=[CH:6][CH:5]=2)[CH:11]=[CH:10][N:9]=1.